Dataset: Catalyst prediction with 721,799 reactions and 888 catalyst types from USPTO. Task: Predict which catalyst facilitates the given reaction. (1) Reactant: O=C1N(P(Cl)(N2CCOC2=O)=O)CCO1.[CH2:16]([C:23]1[C:32]2[C:27](=[CH:28][CH:29]=[CH:30][CH:31]=2)[CH2:26][CH2:25][N:24]=1)[C:17]1[CH:22]=[CH:21][CH:20]=[CH:19][CH:18]=1.[CH3:33][O:34][C:35]1[CH:36]=[C:37]([CH:43]=[C:44]([O:46][CH3:47])[CH:45]=1)[O:38][CH2:39][C:40](O)=[O:41]. Product: [CH2:16]([C@:23]12[C@H:39]([O:38][C:37]3[CH:36]=[C:35]([O:34][CH3:33])[CH:45]=[C:44]([O:46][CH3:47])[CH:43]=3)[C:40](=[O:41])[N:24]1[CH2:25][CH2:26][C:27]1[C:32]2=[CH:31][CH:30]=[CH:29][CH:28]=1)[C:17]1[CH:18]=[CH:19][CH:20]=[CH:21][CH:22]=1. The catalyst class is: 2. (2) Reactant: Br[C:2]1[CH:3]=[N:4][CH:5]=[C:6]([CH:11]=1)[C:7]([O:9][CH3:10])=[O:8].[C:12]([Si](C)(C)C)#[CH:13].C(=O)([O-])[O-].[K+].[K+]. Product: [CH3:10][O:9][C:7](=[O:8])[C:6]1[CH:11]=[C:2]([C:12]#[CH:13])[CH:3]=[N:4][CH:5]=1. The catalyst class is: 724.